Dataset: Catalyst prediction with 721,799 reactions and 888 catalyst types from USPTO. Task: Predict which catalyst facilitates the given reaction. (1) Reactant: [Br:1][C:2]1[CH:3]=[C:4]2[C:9](=[CH:10][CH:11]=1)[C:8](=[O:12])[NH:7][C:6](=[O:13])[C:5]2=[CH:14]OC.[NH2:17][C:18]1[CH:23]=[CH:22][C:21]([N:24]2[CH2:29][CH2:28][N:27]([C:30]([O:32][C:33]([CH3:36])([CH3:35])[CH3:34])=[O:31])[CH2:26][CH2:25]2)=[CH:20][CH:19]=1. Product: [Br:1][C:2]1[CH:3]=[C:4]2[C:9](=[CH:10][CH:11]=1)[C:8](=[O:12])[NH:7][C:6](=[O:13])/[C:5]/2=[CH:14]\[NH:17][C:18]1[CH:23]=[CH:22][C:21]([N:24]2[CH2:29][CH2:28][N:27]([C:30]([O:32][C:33]([CH3:36])([CH3:35])[CH3:34])=[O:31])[CH2:26][CH2:25]2)=[CH:20][CH:19]=1. The catalyst class is: 9. (2) Reactant: [OH-].[Na+].Cl[S:4]([C:7]1[C:11]2[CH:12]=[CH:13][CH:14]=[CH:15][C:10]=2[S:9][CH:8]=1)(=[O:6])=[O:5].[NH:16]([CH2:18][C:19]([OH:21])=[O:20])[CH3:17].C1(C)C=CC=CC=1. Product: [S:9]1[C:10]2[CH:15]=[CH:14][CH:13]=[CH:12][C:11]=2[C:7]([S:4]([N:16]([CH2:18][C:19]([OH:21])=[O:20])[CH3:17])(=[O:6])=[O:5])=[CH:8]1. The catalyst class is: 6.